Dataset: Full USPTO retrosynthesis dataset with 1.9M reactions from patents (1976-2016). Task: Predict the reactants needed to synthesize the given product. (1) Given the product [NH4+:9].[OH-:1].[ClH:30].[ClH:7].[Cl:30][C:19]1[CH:20]=[N:21][C:22]2[C:27]([C:18]=1[CH2:17][CH2:16][N:13]1[CH2:14][CH2:15][C@H:10]([NH:9][CH2:50][C:48]3[CH:47]=[CH:46][C:43]4[O:44][CH2:45][C:40](=[O:39])[NH:41][C:42]=4[N:49]=3)[C@H:11]([OH:31])[CH2:12]1)=[CH:26][C:25]([O:28][CH3:29])=[CH:24][CH:23]=2, predict the reactants needed to synthesize it. The reactants are: [O:1]1CCOCC1.[ClH:7].Cl.[NH2:9][C@H:10]1[CH2:15][CH2:14][N:13]([CH2:16][CH2:17][C:18]2[C:27]3[C:22](=[CH:23][CH:24]=[C:25]([O:28][CH3:29])[CH:26]=3)[N:21]=[CH:20][C:19]=2[Cl:30])[CH2:12][C@H:11]1[OH:31].C(N(CC)CC)C.[O:39]=[C:40]1[CH2:45][O:44][C:43]2[CH:46]=[CH:47][C:48]([CH:50]=O)=[N:49][C:42]=2[NH:41]1.[BH4-].[Na+]. (2) The reactants are: Cl[C:2]1[CH:7]=[C:6]([NH:8][C:9]2[NH:10][N:11]=[C:12]([CH3:14])[CH:13]=2)[N:5]=[C:4]([S:15][C:16]2[CH:21]=[CH:20][C:19]([NH:22][C:23]([CH:25]3[CH2:27][CH2:26]3)=[O:24])=[CH:18][CH:17]=2)[N:3]=1.[CH3:28][N:29]1[CH2:34][CH2:33][NH:32][CH2:31][CH2:30]1. Given the product [CH3:28][N:29]1[CH2:34][CH2:33][N:32]([C:2]2[CH:7]=[C:6]([NH:8][C:9]3[NH:10][N:11]=[C:12]([CH3:14])[CH:13]=3)[N:5]=[C:4]([S:15][C:16]3[CH:21]=[CH:20][C:19]([NH:22][C:23]([CH:25]4[CH2:27][CH2:26]4)=[O:24])=[CH:18][CH:17]=3)[N:3]=2)[CH2:31][CH2:30]1, predict the reactants needed to synthesize it.